From a dataset of Forward reaction prediction with 1.9M reactions from USPTO patents (1976-2016). Predict the product of the given reaction. Given the reactants [NH:1]1[CH:5]=[CH:4][N:3]=[N:2]1.[I-].[Na+].[OH-].[Na+].CC(O)(CC)C.[C:16]([O:20][C:21]1[CH:26]=[CH:25][C:24]([CH2:27][CH2:28][CH2:29][CH2:30]Cl)=[CH:23][CH:22]=1)([CH3:19])([CH3:18])[CH3:17], predict the reaction product. The product is: [C:16]([O:20][C:21]1[CH:22]=[CH:23][C:24]([CH2:27][CH2:28][CH2:29][CH2:30][N:1]2[CH:5]=[CH:4][N:3]=[N:2]2)=[CH:25][CH:26]=1)([CH3:19])([CH3:18])[CH3:17].